From a dataset of Reaction yield outcomes from USPTO patents with 853,638 reactions. Predict the reaction yield, written as a fraction of the theoretical maximum amount of product (1.0 means a 100% yield; for example, 0.34 means a 34% yield). (1) The reactants are [N+:1]([C:4]1[CH:5]=[C:6]2[C:11](=[CH:12][CH:13]=1)[NH:10][C:9](=[O:14])[CH2:8][CH2:7]2)([O-:3])=[O:2].[C:15]([O-])([O-])=O.[K+].[K+].CI.O. The catalyst is CN(C=O)C. The product is [CH3:15][N:10]1[C:11]2[C:6](=[CH:5][C:4]([N+:1]([O-:3])=[O:2])=[CH:13][CH:12]=2)[CH2:7][CH2:8][C:9]1=[O:14]. The yield is 0.900. (2) The reactants are [NH2:1][C:2]1[CH:10]=[C:9]([F:11])[CH:8]=[CH:7][C:3]=1[C:4]([OH:6])=[O:5].CN(C=O)C.[Cl:17]N1C(=O)CCC1=O. The catalyst is O. The product is [NH2:1][C:2]1[CH:10]=[C:9]([F:11])[C:8]([Cl:17])=[CH:7][C:3]=1[C:4]([OH:6])=[O:5]. The yield is 0.740. (3) The reactants are [N:1]1([C:7]2[CH:12]=[CH:11][C:10]([NH:13][C:14]([C:16]3[CH:25]=[C:24](Cl)[C:23]4[C:18](=[C:19]([Br:29])[CH:20]=[C:21]([O:27][CH3:28])[CH:22]=4)[N:17]=3)=[O:15])=[CH:9][CH:8]=2)[CH2:6][CH2:5][O:4][CH2:3][CH2:2]1.[CH3:30][NH:31][CH3:32]. The product is [N:1]1([C:7]2[CH:12]=[CH:11][C:10]([NH:13][C:14]([C:16]3[CH:25]=[C:24]([N:31]([CH3:32])[CH3:30])[C:23]4[C:18](=[C:19]([Br:29])[CH:20]=[C:21]([O:27][CH3:28])[CH:22]=4)[N:17]=3)=[O:15])=[CH:9][CH:8]=2)[CH2:6][CH2:5][O:4][CH2:3][CH2:2]1. The catalyst is O1CCCC1. The yield is 0.920. (4) The reactants are [CH3:1][C:2]1[C:7]([N+:8]([O-])=O)=[CH:6][CH:5]=[CH:4][C:3]=1[O:11][CH3:12]. The catalyst is C(O)C.[Pd]. The product is [CH3:1][C:2]1[C:3]([O:11][CH3:12])=[CH:4][CH:5]=[CH:6][C:7]=1[NH2:8]. The yield is 0.980. (5) The reactants are [CH3:1][C:2]1[S:6][C:5]([C:7]([OH:9])=O)=[CH:4][C:3]=1[C:10]1[N:14]([CH3:15])[N:13]=[CH:12][CH:11]=1.[NH2:16][C@@H:17]([CH2:30][C:31]1[CH:36]=[CH:35][CH:34]=[C:33]([C:37]([F:40])([F:39])[F:38])[CH:32]=1)[CH2:18][N:19]1[C:27](=[O:28])[C:26]2[C:21](=[CH:22][CH:23]=[CH:24][CH:25]=2)[C:20]1=[O:29].C1CN([P+](Br)(N2CCCC2)N2CCCC2)CC1.F[P-](F)(F)(F)(F)F.CCN(C(C)C)C(C)C. The catalyst is C(Cl)(Cl)Cl. The product is [O:28]=[C:27]1[C:26]2[C:21](=[CH:22][CH:23]=[CH:24][CH:25]=2)[C:20](=[O:29])[N:19]1[CH2:18][C@@H:17]([NH:16][C:7]([C:5]1[S:6][C:2]([CH3:1])=[C:3]([C:10]2[N:14]([CH3:15])[N:13]=[CH:12][CH:11]=2)[CH:4]=1)=[O:9])[CH2:30][C:31]1[CH:36]=[CH:35][CH:34]=[C:33]([C:37]([F:39])([F:38])[F:40])[CH:32]=1. The yield is 0.450. (6) The reactants are C([O-])(O)=O.[Na+].[CH3:6][O:7][CH2:8][CH2:9][O:10][CH2:11][C:12]([C:15]1[CH:20]=[CH:19][C:18]([NH2:21])=[CH:17][C:16]=1[N+:22]([O-:24])=[O:23])([CH3:14])[CH3:13].[C:25](Cl)(=[O:27])[CH3:26].O. The catalyst is ClCCl. The product is [CH3:6][O:7][CH2:8][CH2:9][O:10][CH2:11][C:12]([C:15]1[CH:20]=[CH:19][C:18]([NH:21][C:25](=[O:27])[CH3:26])=[CH:17][C:16]=1[N+:22]([O-:24])=[O:23])([CH3:14])[CH3:13]. The yield is 0.870.